This data is from Full USPTO retrosynthesis dataset with 1.9M reactions from patents (1976-2016). The task is: Predict the reactants needed to synthesize the given product. Given the product [OH:5][CH2:6][CH2:7][C:8]1([OH:20])[CH2:17][CH:16]2[CH2:18][CH2:19][CH:9]1[C:10]1[C:15]2=[CH:14][CH:13]=[CH:12][CH:11]=1, predict the reactants needed to synthesize it. The reactants are: C([O:5][C:6](=O)[CH2:7][C:8]1([OH:20])[CH2:17][CH:16]2[CH2:18][CH2:19][CH:9]1[C:10]1[C:15]2=[CH:14][CH:13]=[CH:12][CH:11]=1)(C)(C)C.[H-].[H-].[H-].[H-].[Li+].[Al+3].